Dataset: Full USPTO retrosynthesis dataset with 1.9M reactions from patents (1976-2016). Task: Predict the reactants needed to synthesize the given product. (1) Given the product [C:1]([O:5][C:6](=[O:7])[NH:8][CH2:9][CH2:10][O:11][CH2:12][CH2:13][NH:14][C:15]1[C:20]([CH3:21])=[C:19]([Cl:22])[N:18]=[C:17]([N:41]([CH2:40][C:39]2[CH:38]=[CH:37][C:36]([O:35][CH3:34])=[CH:52][CH:51]=2)[CH2:42][C:43]2[CH:44]=[CH:45][C:46]([O:49][CH3:50])=[CH:47][CH:48]=2)[C:16]=1[N+:31]([O-:33])=[O:32])([CH3:4])([CH3:3])[CH3:2], predict the reactants needed to synthesize it. The reactants are: [C:1]([O:5][C:6]([NH:8][CH2:9][CH2:10][O:11][CH2:12][CH2:13][NH:14][C:15]1[C:20]([CH3:21])=[C:19]([Cl:22])[N:18]=[C:17](OS(C(F)(F)F)(=O)=O)[C:16]=1[N+:31]([O-:33])=[O:32])=[O:7])([CH3:4])([CH3:3])[CH3:2].[CH3:34][O:35][C:36]1[CH:52]=[CH:51][C:39]([CH2:40][NH:41][CH2:42][C:43]2[CH:48]=[CH:47][C:46]([O:49][CH3:50])=[CH:45][CH:44]=2)=[CH:38][CH:37]=1.C(N(CC)CC)C.C(OCC)C. (2) The reactants are: C(OC([N:11]1[CH2:15][CH2:14][CH2:13][C@H:12]1[C:16]1[O:17][CH:18]=[C:19]([CH3:21])[N:20]=1)=O)C1C=CC=CC=1. Given the product [CH3:21][C:19]1[N:20]=[C:16]([C@@H:12]2[CH2:13][CH2:14][CH2:15][NH:11]2)[O:17][CH:18]=1, predict the reactants needed to synthesize it.